From a dataset of Forward reaction prediction with 1.9M reactions from USPTO patents (1976-2016). Predict the product of the given reaction. (1) Given the reactants [CH:1]([O:4][C:5]([CH:7]([NH2:17])[CH:8]([CH2:13][CH:14]([CH3:16])[CH3:15])[CH2:9][C:10]([OH:12])=[O:11])=[O:6])([CH3:3])[CH3:2].C(N(CC)CC)C, predict the reaction product. The product is: [CH:1]([O:4][C:5]([CH:7]([NH2:17])[C@@H:8]([CH2:13][CH:14]([CH3:16])[CH3:15])[CH2:9][C:10]([OH:12])=[O:11])=[O:6])([CH3:3])[CH3:2]. (2) The product is: [F:24][C:19]1[CH:20]=[CH:21][CH:22]=[CH:23][C:18]=1[S:2]([C:5]([F:8])([F:7])[F:6])(=[O:3])=[O:1]. Given the reactants [O-:1][S:2]([C:5]([F:8])([F:7])[F:6])(=O)=[O:3].C1(C)C=C(C)C=C(C)C=1[I+][C:18]1[CH:23]=[CH:22][CH:21]=[CH:20][C:19]=1[F:24].FC(F)(F)S([O-])=O.[Na+], predict the reaction product. (3) Given the reactants CC1(C)C(C)(C)OB([C:9]2[CH:10]=[C:11]([CH:20]=[CH:21][CH:22]=2)[O:12][CH2:13][C:14]2[CH:19]=[CH:18][N:17]=[CH:16][CH:15]=2)O1.C(OC([N:31]([C:48]1[CH:53]=[CH:52][N:51]=[C:50](Cl)[N:49]=1)[C:32]1[CH:33]=[C:34]2[C:38](=[CH:39][CH:40]=1)[N:37](C(OC(C)(C)C)=O)[N:36]=[CH:35]2)=O)(C)(C)C.C([O-])([O-])=O.[Na+].[Na+].CC(OC(OC(OC(C)(C)C)=O)=O)(C)C, predict the reaction product. The product is: [N:17]1[CH:16]=[CH:15][C:14]([CH2:13][O:12][C:11]2[CH:10]=[C:9]([C:50]3[N:49]=[C:48]([NH:31][C:32]4[CH:33]=[C:34]5[C:38](=[CH:39][CH:40]=4)[NH:37][N:36]=[CH:35]5)[CH:53]=[CH:52][N:51]=3)[CH:22]=[CH:21][CH:20]=2)=[CH:19][CH:18]=1. (4) Given the reactants Cl[S:2]([C:5]1[CH:14]=[C:13]2[C:8]([C:9]([C:16]([OH:18])=[O:17])=[CH:10][NH:11][C:12]2=[O:15])=[CH:7][CH:6]=1)(=[O:4])=[O:3].[CH2:19]([CH2:21][NH2:22])[OH:20].Cl, predict the reaction product. The product is: [OH:20][CH2:19][CH2:21][NH:22][S:2]([C:5]1[CH:14]=[C:13]2[C:8]([C:9]([C:16]([OH:18])=[O:17])=[CH:10][NH:11][C:12]2=[O:15])=[CH:7][CH:6]=1)(=[O:4])=[O:3]. (5) Given the reactants [F:1][C:2]1[CH:10]=[CH:9][C:5]([C:6](Cl)=[O:7])=[CH:4][CH:3]=1.[CH3:11][O:12][C:13]1[CH:14]=[C:15]([C:19]2([OH:25])[CH2:24][CH2:23][CH2:22][NH:21][CH2:20]2)[CH:16]=[CH:17][CH:18]=1, predict the reaction product. The product is: [F:1][C:2]1[CH:10]=[CH:9][C:5]([C:6]([N:21]2[CH2:22][CH2:23][CH2:24][C:19]([OH:25])([C:15]3[CH:16]=[CH:17][CH:18]=[C:13]([O:12][CH3:11])[CH:14]=3)[CH2:20]2)=[O:7])=[CH:4][CH:3]=1. (6) Given the reactants Br[C:2]1[CH:7]=[CH:6][N:5]=[CH:4][CH:3]=1.[Br:8][C:9]1[CH:14]=[CH:13][C:12](B(O)O)=[CH:11][CH:10]=1.C(=O)([O-])[O-].[Na+].[Na+], predict the reaction product. The product is: [Br:8][C:9]1[CH:14]=[CH:13][C:12]([C:2]2[CH:7]=[CH:6][N:5]=[CH:4][CH:3]=2)=[CH:11][CH:10]=1. (7) The product is: [OH:59][C:63]1[CH:62]=[CH:61][C:60]([C:24]2[N:29]=[C:28]3[N:30]([CH2:34][CH:35]4[CH2:39][CH2:38][CH2:37][NH:36]4)[C:31](=[O:33])[NH:32][C:27]3=[N:26][CH:25]=2)=[CH:2][CH:1]=1. Given the reactants [C:1](OC(N1CCCC1CNC1C(N)=NC=C(Br)N=1)=O)(C)(C)[CH3:2].Br[C:24]1[N:29]=[C:28]2[N:30]([CH2:34][CH:35]3[CH2:39][CH2:38][CH2:37][N:36]3C(OC(C)(C)C)=O)[C:31](=[O:33])[NH:32][C:27]2=[N:26][CH:25]=1.C(N1C=CN=C1)(N1C=CN=C1)=O.[O:59]1[CH2:63][CH2:62][CH2:61][CH2:60]1, predict the reaction product.